This data is from Human liver microsome stability data. The task is: Regression/Classification. Given a drug SMILES string, predict its absorption, distribution, metabolism, or excretion properties. Task type varies by dataset: regression for continuous measurements (e.g., permeability, clearance, half-life) or binary classification for categorical outcomes (e.g., BBB penetration, CYP inhibition). Dataset: hlm. (1) The molecule is C[C@](O)(CSc1ccc(C(F)(F)F)cc1)C(=O)Nc1ccc(C#N)c(C(F)(F)F)c1. The result is 1 (stable in human liver microsomes). (2) The drug is CC(C)(C)c1cc(NC(=O)[C@@H]2CCCN2c2ccc(C(F)(F)F)cn2)no1. The result is 0 (unstable in human liver microsomes).